From a dataset of Catalyst prediction with 721,799 reactions and 888 catalyst types from USPTO. Predict which catalyst facilitates the given reaction. (1) Reactant: B(Br)(Br)Br.C[O:6][C:7]1[CH:12]=[CH:11][CH:10]=[CH:9][C:8]=1[C:13]1[CH:18]=[CH:17][CH:16]=[C:15]([B:19]([OH:21])[OH:20])[CH:14]=1.CO. Product: [OH:6][C:7]1[CH:12]=[CH:11][CH:10]=[CH:9][C:8]=1[C:13]1[CH:18]=[CH:17][CH:16]=[C:15]([B:19]([OH:21])[OH:20])[CH:14]=1. The catalyst class is: 2. (2) Reactant: [C:1]1(/[CH:7]=[CH:8]/[C:9]2[CH:18]=[C:17]([NH:19]C(=O)C)[C:16]3[C:11](=[CH:12][CH:13]=[CH:14][CH:15]=3)[N:10]=2)[CH:6]=[CH:5][CH:4]=[CH:3][CH:2]=1. Product: [C:1]1(/[CH:7]=[CH:8]/[C:9]2[CH:18]=[C:17]([NH2:19])[C:16]3[C:11](=[CH:12][CH:13]=[CH:14][CH:15]=3)[N:10]=2)[CH:6]=[CH:5][CH:4]=[CH:3][CH:2]=1. The catalyst class is: 33. (3) The catalyst class is: 13. Product: [CH2:1]([O:3][C:4](=[O:9])[CH2:5][CH2:6][CH2:7][N:23]([CH2:21][CH3:22])[C:24]1[CH:29]=[CH:28][CH:27]=[C:26]([CH3:30])[CH:25]=1)[CH3:2]. Reactant: [CH2:1]([O:3][C:4](=[O:9])[CH2:5][CH2:6][CH2:7]Br)[CH3:2].C(=O)([O-])[O-].[K+].[K+].CN(C=O)C.[CH2:21]([NH:23][C:24]1[CH:29]=[CH:28][CH:27]=[C:26]([CH3:30])[CH:25]=1)[CH3:22]. (4) Reactant: [NH:1]1[CH2:6][CH2:5][S:4][CH2:3][CH2:2]1.[F:7][C:8]1[CH:9]=[C:10]([N+:16]([O-:18])=[O:17])[CH:11]=[C:12]([F:15])[C:13]=1F. Product: [F:7][C:8]1[CH:9]=[C:10]([N+:16]([O-:18])=[O:17])[CH:11]=[C:12]([F:15])[C:13]=1[N:1]1[CH2:6][CH2:5][S:4][CH2:3][CH2:2]1. The catalyst class is: 10. (5) Reactant: [CH3:1][C:2]1[S:6][CH:5]=[N:4][C:3]=1[C:7]([OH:9])=O.O1CCCC1.C(Cl)(=O)C(Cl)=O.[NH2:21][C:22]1[CH:23]=[C:24]([CH:41]=[CH:42][C:43]=1[CH3:44])[O:25][C:26]1[CH:27]=[CH:28][C:29]2[N:30]([CH:32]=[C:33]([NH:35][C:36]([CH:38]3[CH2:40][CH2:39]3)=[O:37])[N:34]=2)[N:31]=1. Product: [CH:38]1([C:36]([NH:35][C:33]2[N:34]=[C:29]3[CH:28]=[CH:27][C:26]([O:25][C:24]4[CH:41]=[CH:42][C:43]([CH3:44])=[C:22]([NH:21][C:7]([C:3]5[N:4]=[CH:5][S:6][C:2]=5[CH3:1])=[O:9])[CH:23]=4)=[N:31][N:30]3[CH:32]=2)=[O:37])[CH2:39][CH2:40]1. The catalyst class is: 402. (6) Reactant: [Br:1][C:2]1[C:3]([CH3:11])=[C:4]2[C:8](=[CH:9][CH:10]=1)[NH:7][N:6]=[CH:5]2.C(=O)([O-])[O-].[Cs+].[Cs+].[C:18]([N:25]1[CH2:30][CH2:29][CH:28]([CH2:31]Br)[CH2:27][CH2:26]1)([O:20][C:21]([CH3:24])([CH3:23])[CH3:22])=[O:19]. Product: [Br:1][C:2]1[CH:10]=[CH:9][C:8]2[C:4](=[CH:5][N:6]([CH2:31][CH:28]3[CH2:29][CH2:30][N:25]([C:18]([O:20][C:21]([CH3:22])([CH3:24])[CH3:23])=[O:19])[CH2:26][CH2:27]3)[N:7]=2)[C:3]=1[CH3:11]. The catalyst class is: 39.